Dataset: Full USPTO retrosynthesis dataset with 1.9M reactions from patents (1976-2016). Task: Predict the reactants needed to synthesize the given product. (1) Given the product [OH:25][CH:24]([C:7]1[CH:8]=[N:9][N:10]2[C:15]([N:16]([CH3:23])[C:17]3[CH:22]=[CH:21][CH:20]=[CH:19][CH:18]=3)=[N:14][CH:13]=[N:12][C:11]=12)[C:26]1[CH:27]=[CH:28][C:29]([C:30]([O:32][CH3:33])=[O:31])=[CH:34][CH:35]=1, predict the reactants needed to synthesize it. The reactants are: [Li]CCCC.I[C:7]1[CH:8]=[N:9][N:10]2[C:15]([N:16]([CH3:23])[C:17]3[CH:22]=[CH:21][CH:20]=[CH:19][CH:18]=3)=[N:14][CH:13]=[N:12][C:11]=12.[CH:24]([C:26]1[CH:35]=[CH:34][C:29]([C:30]([O:32][CH3:33])=[O:31])=[CH:28][CH:27]=1)=[O:25]. (2) The reactants are: [CH2:1]([O:3][C:4]1[N:9]=[CH:8][C:7]([C:10]([OH:12])=O)=[CH:6][CH:5]=1)[CH3:2].Cl.[Cl:14][C:15]1[CH:16]=[C:17]([NH:27]C(=O)C2C=CN=C(OCC)C=2)[CH:18]=[CH:19][C:20]=1[C@H:21]1[O:26][CH2:25][CH2:24][NH:23][CH2:22]1. Given the product [ClH:14].[Cl:14][C:15]1[CH:16]=[C:17]([NH:27][C:10](=[O:12])[C:7]2[CH:6]=[CH:5][C:4]([O:3][CH2:1][CH3:2])=[N:9][CH:8]=2)[CH:18]=[CH:19][C:20]=1[C@@H:21]1[O:26][CH2:25][CH2:24][NH:23][CH2:22]1, predict the reactants needed to synthesize it.